Task: Predict which catalyst facilitates the given reaction.. Dataset: Catalyst prediction with 721,799 reactions and 888 catalyst types from USPTO (1) Reactant: Cl[C:2]1[CH:7]=[CH:6][N:5]=[C:4]([C:8]#[N:9])[N:3]=1.[CH3:10][C:11]1([CH3:25])[C:15]([CH3:17])([CH3:16])[O:14][B:13]([C:18]2[CH:19]=[C:20]([CH:22]=[CH:23][CH:24]=2)[NH2:21])[O:12]1.C(N(C(C)C)C(C)C)C. Product: [CH3:16][C:15]1([CH3:17])[C:11]([CH3:10])([CH3:25])[O:12][B:13]([C:18]2[CH:19]=[C:20]([NH:21][C:2]3[CH:7]=[CH:6][N:5]=[C:4]([C:8]#[N:9])[N:3]=3)[CH:22]=[CH:23][CH:24]=2)[O:14]1. The catalyst class is: 23. (2) Reactant: [OH:1][C:2]1[CH:7]=[C:6]([OH:8])[C:5]([CH:9]([CH3:11])[CH3:10])=[CH:4][C:3]=1[C:12](=[O:14])[CH3:13].C(=O)([O-])[O-].[K+].[K+].[CH2:21](Br)[C:22]1[CH:27]=[CH:26][CH:25]=[CH:24][CH:23]=1. Product: [CH2:21]([O:1][C:2]1[CH:7]=[C:6]([O:8][CH2:12][C:3]2[CH:4]=[CH:5][CH:6]=[CH:7][CH:2]=2)[C:5]([CH:9]([CH3:11])[CH3:10])=[CH:4][C:3]=1[C:12](=[O:14])[CH3:13])[C:22]1[CH:27]=[CH:26][CH:25]=[CH:24][CH:23]=1. The catalyst class is: 3. (3) Reactant: [F:1][C:2]1[CH:14]=[CH:13][C:5]2[S:6][C:7]([CH2:10][NH:11][CH3:12])=[C:8]([CH3:9])[C:4]=2[CH:3]=1.[O:15]=[C:16]1[CH2:21][O:20][C:19]2[CH:22]=[C:23](/[CH:26]=[CH:27]/[C:28]([OH:30])=O)[CH:24]=[N:25][C:18]=2[NH:17]1.ON1C2C=CC=CC=2N=N1.C(N(C(C)C)CC)(C)C.CN(C)CCCN=C=NCC. Product: [F:1][C:2]1[CH:14]=[CH:13][C:5]2[S:6][C:7]([CH2:10][N:11]([CH3:12])[C:28](=[O:30])/[CH:27]=[CH:26]/[C:23]3[CH:24]=[N:25][C:18]4[NH:17][C:16](=[O:15])[CH2:21][O:20][C:19]=4[CH:22]=3)=[C:8]([CH3:9])[C:4]=2[CH:3]=1. The catalyst class is: 18.